This data is from Catalyst prediction with 721,799 reactions and 888 catalyst types from USPTO. The task is: Predict which catalyst facilitates the given reaction. (1) Reactant: [F:1][C:2]1[CH:7]=[CH:6][C:5]([C:8]([CH:10]2[CH2:15][CH2:14][N:13]([CH3:16])[CH2:12][CH2:11]2)=[O:9])=[CH:4][CH:3]=1.[BH4-].[Na+]. Product: [F:1][C:2]1[CH:7]=[CH:6][C:5]([CH:8]([CH:10]2[CH2:15][CH2:14][N:13]([CH3:16])[CH2:12][CH2:11]2)[OH:9])=[CH:4][CH:3]=1. The catalyst class is: 5. (2) Reactant: [Cl:1][C:2]1[C:10]2[N:9]=[C:8]([NH:11][C:12]3[CH:13]=[N:14][C:15]([N:19]([CH3:21])[CH3:20])=[CH:16][C:17]=3[CH3:18])[N:7]([CH2:22][CH2:23][CH2:24][C:25](OCC)=[O:26])[C:6]=2[C:5]([CH:30]([CH2:33][CH3:34])[CH2:31][CH3:32])=[CH:4][CH:3]=1.[BH4-].[Li+].O. Product: [Cl:1][C:2]1[C:10]2[N:9]=[C:8]([NH:11][C:12]3[CH:13]=[N:14][C:15]([N:19]([CH3:21])[CH3:20])=[CH:16][C:17]=3[CH3:18])[N:7]([CH2:22][CH2:23][CH2:24][CH2:25][OH:26])[C:6]=2[C:5]([CH:30]([CH2:33][CH3:34])[CH2:31][CH3:32])=[CH:4][CH:3]=1. The catalyst class is: 7.